Dataset: hERG potassium channel inhibition data for cardiac toxicity prediction from Karim et al.. Task: Regression/Classification. Given a drug SMILES string, predict its toxicity properties. Task type varies by dataset: regression for continuous values (e.g., LD50, hERG inhibition percentage) or binary classification for toxic/non-toxic outcomes (e.g., AMES mutagenicity, cardiotoxicity, hepatotoxicity). Dataset: herg_karim. (1) The drug is CCN1CCN(c2ccc(Nc3cc(N(C)C(=O)Nc4c(Cl)c(OC)cc(OC)c4Cl)ncn3)cc2)CC1. The result is 0 (non-blocker). (2) The molecule is O=C(NC1CC1c1ccccc1)N1CCC(c2nc(-c3nccc4ccccc34)no2)CC1. The result is 1 (blocker). (3) The compound is c1ccc(CN2CCC(Oc3ncnc4c3ccn4Cc3ccccc3)CC2)cc1. The result is 1 (blocker). (4) The molecule is NC(C(=O)N1CCC(F)(F)C1)C1CCC(NC(=O)OCc2ccccc2)CC1. The result is 0 (non-blocker). (5) The drug is CC(C)CC1(C(=O)c2ccc3[nH]ncc3c2)CCCN1. The result is 0 (non-blocker). (6) The compound is Cc1[nH]c2ccccc2c1CCN(CCC(F)F)Cc1ccc(/C=C/C(=O)NO)cc1. The result is 0 (non-blocker). (7) The compound is c1ccc(Nc2nc3c(s2)CCc2n[nH]cc2-3)nc1. The result is 0 (non-blocker). (8) The compound is CSc1ncccc1C(=O)N1CC[C@@H]([NH2+]Cc2cncn2Cc2ccc(C#N)cc2)C1=O. The result is 1 (blocker). (9) The compound is COc1cccc(CN2CCC(C#N)(CNC(=O)c3cc(OC)cc(OC)c3)CC2)c1. The result is 1 (blocker). (10) The drug is CC(=O)Nc1cc(Nc2cc(NC3COC3)n3ncc(C#N)c3n2)c(F)cc1C. The result is 0 (non-blocker).